From a dataset of Experimentally validated miRNA-target interactions with 360,000+ pairs, plus equal number of negative samples. Binary Classification. Given a miRNA mature sequence and a target amino acid sequence, predict their likelihood of interaction. The miRNA is mmu-miR-149-5p with sequence UCUGGCUCCGUGUCUUCACUCCC. The protein sequence of the target gene is MYAAGSRGHSPAFLQPQNGNGHRSPGYVPGKVVPLRPAPPPKNHASAKLTSRSQDAPATFAFSPEEQRTPSESRKRKRHKNTFICFAITSFSFFVALAVILGISSKYAPDENCPDQNPRLRNWDPGQDSAKHIVIKEGDLFRLTSDATVDSIVIQDGGLLVFGDDKDGSKNITLRTRYILIQDGGALHIGAEKCRYRSKATITLYGKSDERESMPIFGKKFIGVEAGGTLELHGAQRTSWTMLARTLHSSGLPFGSYAFEKDFSRGLNVRVIDQDTARVLENEKFDTHEYHNESRRLQEF.... Result: 1 (interaction).